From a dataset of Full USPTO retrosynthesis dataset with 1.9M reactions from patents (1976-2016). Predict the reactants needed to synthesize the given product. (1) Given the product [CH3:22][N:23]([CH3:24])[C:9]1[CH:16]=[CH:15][C:14]([C:17]([F:20])([F:19])[F:18])=[CH:13][C:10]=1[CH:11]=[O:12], predict the reactants needed to synthesize it. The reactants are: C1(C)C=CC=CC=1.F[C:9]1[CH:16]=[CH:15][C:14]([C:17]([F:20])([F:19])[F:18])=[CH:13][C:10]=1[CH:11]=[O:12].Cl.[CH3:22][NH:23][CH3:24].C(=O)([O-])[O-].[K+].[K+]. (2) The reactants are: [S:1]1[C:5]2[CH:6]=[CH:7][CH:8]=[CH:9][C:4]=2[N:3]=[C:2]1[C:10]1[C:11]([NH2:16])=[N:12][CH:13]=[CH:14][CH:15]=1.C1C(=O)N([Br:24])C(=O)C1. Given the product [S:1]1[C:5]2[CH:6]=[CH:7][CH:8]=[CH:9][C:4]=2[N:3]=[C:2]1[C:10]1[C:11]([NH2:16])=[N:12][CH:13]=[C:14]([Br:24])[CH:15]=1, predict the reactants needed to synthesize it. (3) Given the product [CH3:16][C:10]1[O:9][C:8]([C:4]2[CH:5]=[CH:6][CH:7]=[C:2]([C:18]3[S:17][CH:21]=[CH:20][CH:19]=3)[CH:3]=2)=[N:12][C:11]=1[CH:13]([OH:26])[CH3:14], predict the reactants needed to synthesize it. The reactants are: Br[C:2]1[CH:3]=[C:4]([C:8]2[O:9][C:10]([CH3:16])=[C:11]([CH2:13][CH2:14]O)[N:12]=2)[CH:5]=[CH:6][CH:7]=1.[S:17]1[CH:21]=[CH:20][CH:19]=[C:18]1B(O)O.C([O-])([O-])=[O:26].[Na+].[Na+]. (4) Given the product [CH3:16][O:15][CH:3]1[CH:2]([NH:1][C:24]([C:25]2[CH:30]=[CH:29][CH:28]=[CH:27][CH:26]=2)=[O:31])[CH2:7][CH2:6][N:5]([C:8]([O:10][C:11]([CH3:12])([CH3:13])[CH3:14])=[O:9])[CH2:4]1, predict the reactants needed to synthesize it. The reactants are: [NH2:1][CH:2]1[CH2:7][CH2:6][N:5]([C:8]([O:10][C:11]([CH3:14])([CH3:13])[CH3:12])=[O:9])[CH2:4][CH:3]1[O:15][CH3:16].C(N(CC)CC)C.[C:24](Cl)(=[O:31])[C:25]1[CH:30]=[CH:29][CH:28]=[CH:27][CH:26]=1.O.